From a dataset of Forward reaction prediction with 1.9M reactions from USPTO patents (1976-2016). Predict the product of the given reaction. (1) Given the reactants [CH2:1]([NH2:5])[CH:2]([CH3:4])[CH3:3].N1C=CC=CC=1.[F:12][C:13]1[CH:18]=[CH:17][C:16]([S:19](Cl)(=[O:21])=[O:20])=[CH:15][CH:14]=1, predict the reaction product. The product is: [F:12][C:13]1[CH:18]=[CH:17][C:16]([S:19]([NH:5][CH2:1][CH:2]([CH3:4])[CH3:3])(=[O:21])=[O:20])=[CH:15][CH:14]=1. (2) Given the reactants [OH:1][C:2]1[CH:9]=[CH:8][C:5]([CH2:6]O)=[CH:4][C:3]=1[O:10][CH3:11].[C-:12]#[N:13].[Na+].[Cl:15][C:16]1[CH:21]=[CH:20][C:19]([CH:22]=[CH:23][CH2:24]Cl)=[CH:18][CH:17]=1.O, predict the reaction product. The product is: [Cl:15][C:16]1[CH:21]=[CH:20][C:19]([CH:22]=[CH:23][CH2:24][O:1][C:2]2[CH:9]=[CH:8][C:5]([CH2:6][CH2:12][NH2:13])=[CH:4][C:3]=2[O:10][CH3:11])=[CH:18][CH:17]=1. (3) The product is: [C:29]([NH:28][CH:14]1[CH2:13][C:9]2[CH:10]=[CH:11][CH:12]=[C:7]([C:6]([OH:5])=[O:35])[C:8]=2[O:23][B:15]1[OH:16])(=[O:32])[CH2:30][CH3:31]. Given the reactants C([O:5][C:6](=[O:35])[C:7]1[CH:12]=[CH:11][CH:10]=[C:9]([CH2:13][CH:14]([NH:28][C:29](=[O:32])[CH2:30][CH3:31])[B:15]2[O:23]C3C(C)(C4CC(C3)C4(C)C)[O:16]2)[C:8]=1OC)(C)(C)C.B(Br)(Br)Br, predict the reaction product. (4) Given the reactants BrC(C)C.[Mg].I[C:7]1[CH:8]=[C:9]([CH:12]=[CH:13][CH:14]=1)[C:10]#[N:11].[CH3:15][C:16]1([CH3:37])[O:21][C:20](=[O:22])[C:19](=[C:23]2[CH2:28][CH2:27][N:26]([C:29]([O:31][C:32]([CH3:35])([CH3:34])[CH3:33])=[O:30])[CH2:25][CH2:24]2)[C:18](=[O:36])[O:17]1.[NH4+].[Cl-], predict the reaction product. The product is: [C:10]([C:9]1[CH:8]=[C:7]([C:23]2([CH:19]3[C:18](=[O:36])[O:17][C:16]([CH3:37])([CH3:15])[O:21][C:20]3=[O:22])[CH2:28][CH2:27][N:26]([C:29]([O:31][C:32]([CH3:35])([CH3:34])[CH3:33])=[O:30])[CH2:25][CH2:24]2)[CH:14]=[CH:13][CH:12]=1)#[N:11]. (5) The product is: [CH:1]1([N:4]2[C:13]3[C:8](=[CH:9][C:10]([F:34])=[C:11]([N:14]4[CH2:19][CH2:18][N:17]([CH2:20][CH:21]5[CH2:30][CH2:29][C:28]6[C:23](=[CH:24][CH:25]=[C:26]([O:31][CH3:32])[CH:27]=6)[C:22]5=[N:40][OH:41])[CH2:16][CH2:15]4)[CH:12]=3)[C:7](=[O:35])[C:6]([C:36]([OH:38])=[O:37])=[CH:5]2)[CH2:2][CH2:3]1. Given the reactants [CH:1]1([N:4]2[C:13]3[C:8](=[CH:9][C:10]([F:34])=[C:11]([N:14]4[CH2:19][CH2:18][N:17]([CH2:20][CH:21]5[CH2:30][CH2:29][C:28]6[C:23](=[CH:24][CH:25]=[C:26]([O:31][CH3:32])[CH:27]=6)[C:22]5=O)[CH2:16][CH2:15]4)[CH:12]=3)[C:7](=[O:35])[C:6]([C:36]([OH:38])=[O:37])=[CH:5]2)[CH2:3][CH2:2]1.Cl.[NH2:40][OH:41].N1C=CC=CC=1.CO, predict the reaction product. (6) Given the reactants Cl.[Br:2][C:3]1[CH:8]=[CH:7][C:6]([C:9]([CH:12]2C(=O)OC(C)(C)[O:14][C:13]2=[O:21])([CH3:11])[CH3:10])=[C:5]([F:22])[CH:4]=1, predict the reaction product. The product is: [Br:2][C:3]1[CH:8]=[CH:7][C:6]([C:9]([CH3:10])([CH3:11])[CH2:12][C:13]([OH:21])=[O:14])=[C:5]([F:22])[CH:4]=1. (7) The product is: [C:30]([C:23]1[C:24]2[C:25](=[CH:26][N+:27]([O-:40])=[CH:28][CH:29]=2)[N:21]([CH2:20][C:19]([N:14]2[C@H:13]([C:11](=[O:12])[NH:10][C@@H:8]([C:4]3[CH:5]=[CH:6][CH:7]=[C:2]([Cl:1])[C:3]=3[F:34])[CH3:9])[CH2:18][C@@H:17]3[C@H:15]2[CH2:16]3)=[O:33])[N:22]=1)(=[O:31])[NH2:32]. Given the reactants [Cl:1][C:2]1[C:3]([F:34])=[C:4]([C@H:8]([NH:10][C:11]([C@@H:13]2[CH2:18][C@@H:17]3[C@@H:15]([CH2:16]3)[N:14]2[C:19](=[O:33])[CH2:20][N:21]2[C:25]3=[CH:26][N:27]=[CH:28][CH:29]=[C:24]3[C:23]([C:30]([NH2:32])=[O:31])=[N:22]2)=[O:12])[CH3:9])[CH:5]=[CH:6][CH:7]=1.ClC1C=C(C=CC=1)C(OO)=[O:40], predict the reaction product. (8) The product is: [NH2:1][C:2]1[N:7]=[CH:6][N:5]=[C:4]2[N:8]([CH:15]([C:17]3[C:18]([O:36][CH3:37])=[C:19]([CH:25]4[CH2:28][N:27]([C:29]([O:31][C:32]([CH3:34])([CH3:33])[CH3:35])=[O:30])[CH2:26]4)[C:20]([CH3:24])=[C:21]([Cl:23])[CH:22]=3)[CH3:16])[N:9]=[C:10]([CH:11]=[O:14])[C:3]=12. Given the reactants [NH2:1][C:2]1[N:7]=[CH:6][N:5]=[C:4]2[N:8]([CH:15]([C:17]3[C:18]([O:36][CH3:37])=[C:19]([CH:25]4[CH2:28][N:27]([C:29]([O:31][C:32]([CH3:35])([CH3:34])[CH3:33])=[O:30])[CH2:26]4)[C:20]([CH3:24])=[C:21]([Cl:23])[CH:22]=3)[CH3:16])[N:9]=[C:10]([CH:11]([OH:14])CO)[C:3]=12.C(O)(=O)C.I([O-])(=O)(=O)=O.[Na+], predict the reaction product. (9) Given the reactants Br[C:2]1[CH:3]=[N:4][CH:5]=[C:6]([Br:8])[CH:7]=1.[F:9][C:10]1[CH:11]=[C:12](B(O)O)[CH:13]=[CH:14][CH:15]=1, predict the reaction product. The product is: [Br:8][C:6]1[CH:5]=[N:4][CH:3]=[C:2]([C:14]2[CH:13]=[CH:12][CH:11]=[C:10]([F:9])[CH:15]=2)[CH:7]=1.